This data is from Reaction yield outcomes from USPTO patents with 853,638 reactions. The task is: Predict the reaction yield, written as a fraction of the theoretical maximum amount of product (1.0 means a 100% yield; for example, 0.34 means a 34% yield). The reactants are [N+:1]([C:4]1[CH:14]=[CH:13][C:7]([O:8][CH2:9][C:10]([OH:12])=O)=[CH:6][CH:5]=1)([O-:3])=[O:2].Cl.C(N(CC)CC)C.[C:23](=[N:26]O)([NH2:25])[CH3:24].CCN=C=NCCCN(C)C.Cl.Cl.C(N(C(C)C)CC)(C)C. The catalyst is C1COCC1. The product is [CH3:24][C:23]1[N:26]=[C:10]([CH2:9][O:8][C:7]2[CH:6]=[CH:5][C:4]([N+:1]([O-:3])=[O:2])=[CH:14][CH:13]=2)[O:12][N:25]=1. The yield is 0.600.